This data is from Forward reaction prediction with 1.9M reactions from USPTO patents (1976-2016). The task is: Predict the product of the given reaction. (1) Given the reactants [CH3:1][O:2][CH2:3][CH2:4][NH:5][CH2:6][C:7]1[CH:12]=[CH:11][C:10]([S:13][C:14]([CH3:23])([CH3:22])[C:15]([O:17][C:18]([CH3:21])([CH3:20])[CH3:19])=[O:16])=[CH:9][CH:8]=1.[Cl:24][C:25]1[CH:30]=[C:29](Cl)[N:28]=[CH:27][N:26]=1.C(N(CC)CC)C.O, predict the reaction product. The product is: [Cl:24][C:25]1[N:26]=[CH:27][N:28]=[C:29]([N:5]([CH2:6][C:7]2[CH:12]=[CH:11][C:10]([S:13][C:14]([CH3:23])([CH3:22])[C:15]([O:17][C:18]([CH3:21])([CH3:20])[CH3:19])=[O:16])=[CH:9][CH:8]=2)[CH2:4][CH2:3][O:2][CH3:1])[CH:30]=1. (2) Given the reactants [Si]([O:18][CH2:19][CH2:20][N:21]1[CH:25]=[C:24]([C:26]2[CH:31]=[CH:30][C:29]([NH:32][CH:33]=O)=[C:28]([O:35][CH3:36])[CH:27]=2)[CH:23]=[N:22]1)(C(C)(C)C)(C1C=CC=CC=1)C1C=CC=CC=1.CS(C1[N:42]=[CH:43][C:44]2[CH:50]=[CH:49][N:48]=[C:47]([NH:51][CH:52]3[CH2:57][CH2:56][O:55][CH2:54][CH2:53]3)[C:45]=2[N:46]=1)(=O)=O, predict the reaction product. The product is: [CH3:36][O:35][C:28]1[CH:27]=[C:26]([C:24]2[CH:23]=[N:22][N:21]([CH2:20][CH2:19][OH:18])[CH:25]=2)[CH:31]=[CH:30][C:29]=1[NH:32][C:33]1[N:42]=[CH:43][C:44]2[CH:50]=[CH:49][N:48]=[C:47]([NH:51][CH:52]3[CH2:53][CH2:54][O:55][CH2:56][CH2:57]3)[C:45]=2[N:46]=1. (3) Given the reactants [CH2:1]([O:8][C:9]1[CH:16]=[CH:15][C:12]([CH:13]=O)=[CH:11][CH:10]=1)[C:2]1[CH:7]=[CH:6][CH:5]=[CH:4][CH:3]=1.[N:17]1[C:22]([NH2:23])=[C:21]([NH2:24])[CH:20]=[CH:19][C:18]=1[C:25]1[CH:30]=[CH:29][N:28]=[CH:27][CH:26]=1.C(OI(C1C=CC=CC=1)OC(=O)C)(=O)C, predict the reaction product. The product is: [CH2:1]([O:8][C:9]1[CH:16]=[CH:15][C:12]([C:13]2[NH:23][C:22]3=[N:17][C:18]([C:25]4[CH:30]=[CH:29][N:28]=[CH:27][CH:26]=4)=[CH:19][CH:20]=[C:21]3[N:24]=2)=[CH:11][CH:10]=1)[C:2]1[CH:7]=[CH:6][CH:5]=[CH:4][CH:3]=1. (4) Given the reactants [O:1]=[C:2]1[N:11]([NH:12][S:13]([CH3:16])(=[O:15])=[O:14])[C:10](=[O:17])[C:9]2[C:4](=[CH:5][C:6]([C:23]([F:26])([F:25])[F:24])=[C:7]([C@H:18]3[CH2:22][CH2:21][CH2:20][O:19]3)[CH:8]=2)[NH:3]1.[C:27](Cl)(=[O:30])[CH2:28][CH3:29], predict the reaction product. The product is: [O:1]=[C:2]1[N:11]([N:12]([C:27](=[O:30])[CH2:28][CH3:29])[S:13]([CH3:16])(=[O:15])=[O:14])[C:10](=[O:17])[C:9]2[C:4](=[CH:5][C:6]([C:23]([F:25])([F:26])[F:24])=[C:7]([C@H:18]3[CH2:22][CH2:21][CH2:20][O:19]3)[CH:8]=2)[NH:3]1. (5) Given the reactants [Cl:1][C:2]1[N:7]=[C:6]([CH2:8][C:9]([C:12]2[CH:17]=[CH:16][N:15]=[CH:14][CH:13]=2)=[N:10]O)[CH:5]=[CH:4][CH:3]=1.FC(F)(F)C(OC(=O)C(F)(F)F)=O.C(N(CC)CC)C.O, predict the reaction product. The product is: [Cl:1][C:2]1[N:7]2[N:10]=[C:9]([C:12]3[CH:17]=[CH:16][N:15]=[CH:14][CH:13]=3)[CH:8]=[C:6]2[CH:5]=[CH:4][CH:3]=1. (6) Given the reactants [N+:1]([C:4]1[CH:13]=[C:12]([C:14]([OH:16])=[O:15])[CH:11]=[CH:10][C:5]=1[C:6]([O:8][CH3:9])=[O:7])([O-:3])=[O:2].C([O-])([O-])=O.[K+].[K+].[CH2:23](Br)[C:24]1[CH:29]=[CH:28][CH:27]=[CH:26][CH:25]=1.O, predict the reaction product. The product is: [N+:1]([C:4]1[CH:13]=[C:12]([CH:11]=[CH:10][C:5]=1[C:6]([O:8][CH3:9])=[O:7])[C:14]([O:16][CH2:23][C:24]1[CH:29]=[CH:28][CH:27]=[CH:26][CH:25]=1)=[O:15])([O-:3])=[O:2].